The task is: Predict the reactants needed to synthesize the given product.. This data is from Full USPTO retrosynthesis dataset with 1.9M reactions from patents (1976-2016). Given the product [CH2:29]([CH:20]([CH2:21][CH2:22][CH2:23][CH2:24][CH2:25][CH2:26][CH2:27][CH3:28])[CH2:19][CH2:18][C:13]1[CH:12]=[C:11]([OH:35])[C:10]([CH2:9][CH2:8][CH:7]([CH2:1][CH2:2][CH2:3][CH2:4][CH2:5][CH3:6])[CH2:37][CH2:38][CH2:39][CH2:40][CH2:41][CH2:42][CH2:43][CH3:44])=[CH:15][C:14]=1[OH:16])[CH2:30][CH2:31][CH2:32][CH2:33][CH3:34], predict the reactants needed to synthesize it. The reactants are: [CH2:1]([CH:7]([CH2:37][CH2:38][CH2:39][CH2:40][CH2:41][CH2:42][CH2:43][CH3:44])[CH2:8][CH2:9][C:10]1[CH:15]=[C:14]([O:16]C)[C:13]([CH2:18][CH2:19][CH:20]([CH2:29][CH2:30][CH2:31][CH2:32][CH2:33][CH3:34])[CH2:21][CH2:22][CH2:23][CH2:24][CH2:25][CH2:26][CH2:27][CH3:28])=[CH:12][C:11]=1[O:35]C)[CH2:2][CH2:3][CH2:4][CH2:5][CH3:6].B(Br)(Br)Br.CO.Cl.